Dataset: Full USPTO retrosynthesis dataset with 1.9M reactions from patents (1976-2016). Task: Predict the reactants needed to synthesize the given product. (1) Given the product [C:1]([O:5][C:6]([C@@:8]1([CH2:23][CH2:24][OH:25])[CH:12]([CH3:13])[C:11](=[O:14])[N:10]([C@@H:15]([C:17]2[CH:22]=[CH:21][CH:20]=[CH:19][CH:18]=2)[CH3:16])[CH2:9]1)=[O:7])([CH3:4])([CH3:2])[CH3:3], predict the reactants needed to synthesize it. The reactants are: [C:1]([O:5][C:6]([C@@:8]1([CH2:23][CH2:24][O:25][Si](C(C)(C)C)(C)C)[CH:12]([CH3:13])[C:11](=[O:14])[N:10]([C@@H:15]([C:17]2[CH:22]=[CH:21][CH:20]=[CH:19][CH:18]=2)[CH3:16])[CH2:9]1)=[O:7])([CH3:4])([CH3:3])[CH3:2].C(O)(=O)C.[F-].C([N+](CCCC)(CCCC)CCCC)CCC.C(OCC)(=O)C. (2) Given the product [ClH:1].[C:8]12([CH2:18][CH2:19][N:20]([CH2:33][CH2:34][CH2:35][CH2:36][CH3:37])[C:21]([NH:23][CH2:24][CH2:25][CH2:26][C:27]3[CH:28]=[CH:29][N:30]=[CH:31][CH:32]=3)=[O:22])[CH2:15][CH:14]3[CH2:16][CH:10]([CH2:11][CH:12]([CH2:13]3)[CH2:17]1)[CH2:9]2, predict the reactants needed to synthesize it. The reactants are: [ClH:1].C(OCC)(=O)C.[C:8]12([CH2:18][CH2:19][N:20]([CH2:33][CH2:34][CH2:35][CH2:36][CH3:37])[C:21]([NH:23][CH2:24][CH2:25][CH2:26][C:27]3[CH:32]=[CH:31][N:30]=[CH:29][CH:28]=3)=[O:22])[CH2:17][CH:12]3[CH2:13][CH:14]([CH2:16][CH:10]([CH2:11]3)[CH2:9]1)[CH2:15]2. (3) Given the product [CH3:17][N:14]1[CH2:13][CH2:12][C:11]2[C:16](=[C:7]([S:18]([Cl:21])(=[O:20])=[O:19])[CH:8]=[CH:9][CH:10]=2)[CH2:15]1, predict the reactants needed to synthesize it. The reactants are: C([Li])CCC.Br[C:7]1[CH:8]=[CH:9][CH:10]=[C:11]2[C:16]=1[CH2:15][N:14]([CH3:17])[CH2:13][CH2:12]2.[S:18](=[O:20])=[O:19].[Cl:21]NC(=O)CCC(N)=O. (4) Given the product [Cl-:1].[CH3:10][O:9][C:6]1[CH:7]=[CH:8][C:3]([CH2:2][P+:19]([C:20]2[CH:21]=[CH:22][CH:23]=[CH:24][CH:25]=2)([C:26]2[CH:31]=[CH:30][CH:29]=[CH:28][CH:27]=2)[C:13]2[CH:14]=[CH:15][CH:16]=[CH:17][CH:18]=2)=[C:4]([CH3:12])[C:5]=1[CH3:11], predict the reactants needed to synthesize it. The reactants are: [Cl:1][CH2:2][C:3]1[CH:8]=[CH:7][C:6]([O:9][CH3:10])=[C:5]([CH3:11])[C:4]=1[CH3:12].[C:13]1([P:19]([C:26]2[CH:31]=[CH:30][CH:29]=[CH:28][CH:27]=2)[C:20]2[CH:25]=[CH:24][CH:23]=[CH:22][CH:21]=2)[CH:18]=[CH:17][CH:16]=[CH:15][CH:14]=1. (5) Given the product [Cl:16][CH2:12][CH2:11][C:4]1[C:3]([CH2:18][Cl:21])=[CH:8][CH:7]=[C:6]([O:9][CH3:10])[N:5]=1, predict the reactants needed to synthesize it. The reactants are: OC[C:3]1[C:4]([CH2:11][CH2:12]O)=[N:5][C:6]([O:9][CH3:10])=[CH:7][CH:8]=1.S(Cl)([Cl:16])=O.[CH:18]([Cl:21])(Cl)Cl. (6) Given the product [O:1]1[CH:5]=[CH:4][CH:3]=[C:2]1[C:6]1[CH:30]=[CH:29][C:9]2[C:10]3[CH:16]=[C:15]([S:17]([NH:20][C@H:21]([CH:26]([CH3:27])[CH3:28])[C:22]([OH:24])=[O:23])(=[O:18])=[O:19])[CH:14]=[CH:13][C:11]=3[S:12][C:8]=2[CH:7]=1, predict the reactants needed to synthesize it. The reactants are: [O:1]1[CH:5]=[CH:4][CH:3]=[C:2]1[C:6]1[CH:30]=[CH:29][C:9]2[C:10]3[CH:16]=[C:15]([S:17]([NH:20][C@H:21]([CH:26]([CH3:28])[CH3:27])[C:22]([O:24]C)=[O:23])(=[O:19])=[O:18])[CH:14]=[CH:13][C:11]=3[S:12][C:8]=2[CH:7]=1.[Li+].[OH-].O. (7) Given the product [OH:25][C@H:20]1[CH2:21][CH2:22][CH2:23][CH2:24][C@@H:19]1[N:14]1[CH2:13][C:12]2[C:11]3[CH:26]=[CH:27][CH:28]=[CH:29][C:10]=3[C:9]([CH2:8][C:5]3[CH:6]=[N:7][C:2]([CH3:30])=[CH:3][CH:4]=3)=[CH:17][C:16]=2[C:15]1=[O:18], predict the reactants needed to synthesize it. The reactants are: Cl[C:2]1[N:7]=[CH:6][C:5]([CH2:8][C:9]2[C:10]3[CH:29]=[CH:28][CH:27]=[CH:26][C:11]=3[C:12]3[CH2:13][N:14]([C@H:19]4[CH2:24][CH2:23][CH2:22][CH2:21][C@@H:20]4[OH:25])[C:15](=[O:18])[C:16]=3[CH:17]=2)=[CH:4][CH:3]=1.[CH3:30][Zn]C.ClCCl. (8) Given the product [F:27][C:24]1[CH:23]=[CH:22][C:21]([CH2:20][C:17]2[O:16][C:15]([C:14]3[N:13]=[CH:12][N:11]([CH3:28])[C:10](=[O:29])[C:9]=3[OH:8])=[N:19][N:18]=2)=[CH:26][CH:25]=1, predict the reactants needed to synthesize it. The reactants are: C([O:8][C:9]1[C:10](=[O:29])[N:11]([CH3:28])[CH:12]=[N:13][C:14]=1[C:15]1[O:16][C:17]([CH2:20][C:21]2[CH:26]=[CH:25][C:24]([F:27])=[CH:23][CH:22]=2)=[N:18][N:19]=1)C1C=CC=CC=1.C(O)(C(F)(F)F)=O.C(Cl)Cl. (9) Given the product [CH3:1][O:2][C:3](=[O:45])[C@H:4]([N:11]([S:31]([C:34]1[C:39]([CH3:40])=[CH:38][C:37]([O:41][CH3:42])=[C:36]([CH3:43])[C:35]=1[CH3:44])(=[O:33])=[O:32])[CH2:12][C:13]1[CH:14]=[C:15]2[C:19](=[CH:20][CH:21]=1)[NH:18][CH:17]=[CH:16]2)[CH2:5][O:6][C:7]([CH3:10])([CH3:9])[CH3:8], predict the reactants needed to synthesize it. The reactants are: [CH3:1][O:2][C:3](=[O:45])[C@H:4]([N:11]([S:31]([C:34]1[C:39]([CH3:40])=[CH:38][C:37]([O:41][CH3:42])=[C:36]([CH3:43])[C:35]=1[CH3:44])(=[O:33])=[O:32])[CH2:12][C:13]1[CH:14]=[C:15]2[C:19](=[CH:20][CH:21]=1)[N:18](S(CC[Si](C)(C)C)(=O)=O)[CH:17]=[CH:16]2)[CH2:5][O:6][C:7]([CH3:10])([CH3:9])[CH3:8].[F-].C([N+](CCCC)(CCCC)CCCC)CCC.